From a dataset of Reaction yield outcomes from USPTO patents with 853,638 reactions. Predict the reaction yield, written as a fraction of the theoretical maximum amount of product (1.0 means a 100% yield; for example, 0.34 means a 34% yield). (1) The reactants are O.NN.Cl.NO.C[N:8](C)/[CH:9]=[CH:10]/[C:11]([C:13]1[S:17][C:16]([N:18]2[CH2:22][CH2:21][N:20]([CH2:23][C:24]3[CH:29]=[CH:28][C:27]([C:30]([F:33])([F:32])[F:31])=[CH:26][CH:25]=3)[C:19]2=[O:34])=[N:15][C:14]=1[CH3:35])=[O:12]. No catalyst specified. The product is [O:12]1[C:11]([C:13]2[S:17][C:16]([N:18]3[CH2:22][CH2:21][N:20]([CH2:23][C:24]4[CH:29]=[CH:28][C:27]([C:30]([F:33])([F:32])[F:31])=[CH:26][CH:25]=4)[C:19]3=[O:34])=[N:15][C:14]=2[CH3:35])=[CH:10][CH:9]=[N:8]1. The yield is 0.760. (2) The reactants are [F:1][C:2]1[CH:7]=[CH:6][C:5]([C:8]#[C:9][C:10]2[N:14]3[CH:15]=[CH:16][CH:17]=[CH:18][C:13]3=[N:12][C:11]=2[CH2:19][O:20][CH2:21][C:22]([OH:24])=[O:23])=[CH:4][CH:3]=1.S(=O)(=O)(O)O.[CH:30](O)([CH3:32])[CH3:31]. No catalyst specified. The product is [F:1][C:2]1[CH:7]=[CH:6][C:5]([C:8]#[C:9][C:10]2[N:14]3[CH:15]=[CH:16][CH:17]=[CH:18][C:13]3=[N:12][C:11]=2[CH2:19][O:20][CH2:21][C:22]([O:24][CH:30]([CH3:32])[CH3:31])=[O:23])=[CH:4][CH:3]=1. The yield is 0.910. (3) The reactants are [N+:1]([C:4]1[CH:5]=[C:6]([CH:12]=[CH:13][CH:14]=1)[O:7][CH2:8][C:9]([OH:11])=O)([O-:3])=[O:2].[NH:15]1[CH2:20][CH2:19][O:18][CH2:17][CH2:16]1. No catalyst specified. The product is [N:15]1([C:9](=[O:11])[CH2:8][O:7][C:6]2[CH:12]=[CH:13][CH:14]=[C:4]([N+:1]([O-:3])=[O:2])[CH:5]=2)[CH2:20][CH2:19][O:18][CH2:17][CH2:16]1. The yield is 0.960. (4) The reactants are [CH3:1][O:2][C:3]1[CH:4]=[C:5]([C:13]2[CH:14]=[C:15]3[CH2:21][C:20](=O)[N:19](COCC[Si](C)(C)C)[C:16]3=[N:17][CH:18]=2)[CH:6]=[C:7]([O:11][CH3:12])[C:8]=1[O:9][CH3:10].[C:31](=[O:34])([O-])[O-].[Cs+].[Cs+].[CH3:37]I. The catalyst is CN(C=O)C. The product is [CH3:20][C:21]1([CH3:37])[C:15]2[C:16](=[N:17][CH:18]=[C:13]([C:5]3[CH:6]=[C:7]([O:11][CH3:12])[C:8]([O:9][CH3:10])=[C:3]([O:2][CH3:1])[CH:4]=3)[CH:14]=2)[NH:19][C:31]1=[O:34]. The yield is 0.730. (5) The reactants are [NH2:1][C:2]1[CH:11]=[CH:10][C:5]2[NH:6][C:7](=[O:9])[O:8][C:4]=2[CH:3]=1.[Cl:12][C:13]1[N:18]=[C:17](Cl)[C:16]([CH3:20])=[CH:15][N:14]=1.CO. The catalyst is O. The product is [Cl:12][C:13]1[N:18]=[C:17]([NH:1][C:2]2[CH:11]=[CH:10][C:5]3[NH:6][C:7](=[O:9])[O:8][C:4]=3[CH:3]=2)[C:16]([CH3:20])=[CH:15][N:14]=1. The yield is 0.860. (6) The reactants are [C:1]1([C:7]2[NH:20][C:10]3[N:11]([CH2:17][CH2:18][CH3:19])[C:12](=[O:16])[NH:13][C:14](=O)[C:9]=3[CH:8]=2)[CH:6]=[CH:5][CH:4]=[CH:3][CH:2]=1.P12(SP3(SP(SP(S3)(S1)=S)(=S)S2)=S)=[S:22].O. The catalyst is N1C=CC=CC=1. The product is [C:1]1([C:7]2[NH:20][C:10]3[N:11]([CH2:17][CH2:18][CH3:19])[C:12](=[O:16])[NH:13][C:14](=[S:22])[C:9]=3[CH:8]=2)[CH:6]=[CH:5][CH:4]=[CH:3][CH:2]=1. The yield is 0.830. (7) The product is [C:7]([C:6]1[CH:10]=[C:2]([F:1])[CH:3]=[CH:4][C:5]=1[S:11][C:23]1[C:31]([N+:32]([O-:34])=[O:33])=[CH:30][CH:29]=[CH:28][C:24]=1[C:25]([OH:27])=[O:26])([OH:9])=[O:8]. The yield is 0.730. The reactants are [F:1][C:2]1[CH:3]=[CH:4][C:5]([SH:11])=[C:6]([CH:10]=1)[C:7]([OH:9])=[O:8].SC1C=CC=CC=1C(O)=O.Br[C:23]1[C:31]([N+:32]([O-:34])=[O:33])=[CH:30][CH:29]=[CH:28][C:24]=1[C:25]([OH:27])=[O:26]. No catalyst specified. (8) The reactants are Br[C:2]1[CH:3]=[CH:4][C:5]2[NH:6][C:7]3[C:12]([C:13]=2[CH:14]=1)=[CH:11][CH:10]=[CH:9][CH:8]=3.O.[CH3:16][N:17]1CCCC1=O. No catalyst specified. The product is [C:16]([C:2]1[CH:3]=[CH:4][C:5]2[NH:6][C:7]3[C:12]([C:13]=2[CH:14]=1)=[CH:11][CH:10]=[CH:9][CH:8]=3)#[N:17]. The yield is 0.400. (9) The reactants are [C:1]([OH:7])(=O)/[CH:2]=[CH:3]/[CH2:4][CH3:5].CN1CCOCC1.ClC(OCC(C)C)=O.[F:23][C:24]1[CH:29]=[CH:28][C:27]([CH2:30][CH2:31][NH2:32])=[CH:26][CH:25]=1. The catalyst is O1CCCC1.C(OCC)(=O)C. The product is [F:23][C:24]1[CH:29]=[CH:28][C:27]([CH2:30][CH2:31][NH:32][C:1](=[O:7])/[CH:2]=[CH:3]/[CH2:4][CH3:5])=[CH:26][CH:25]=1. The yield is 0.690.